Dataset: Forward reaction prediction with 1.9M reactions from USPTO patents (1976-2016). Task: Predict the product of the given reaction. Given the reactants C[O:2][C:3]([C:5]1[N:6]([CH2:33][C:34]([O:36]C(C)(C)C)=[O:35])[C:7]([C:16]2[CH:17]=[C:18]3[C:23](=[CH:24][CH:25]=2)[N:22]=[C:21]([C:26]2[S:30][C:29]([CH3:31])=[N:28][C:27]=2[CH3:32])[CH:20]=[CH:19]3)=[C:8]([CH:10]2[CH2:15][CH2:14][CH2:13][CH2:12][CH2:11]2)[CH:9]=1)=[O:4].[OH-].[Na+], predict the reaction product. The product is: [C:34]([CH2:33][N:6]1[C:7]([C:16]2[CH:17]=[C:18]3[C:23](=[CH:24][CH:25]=2)[N:22]=[C:21]([C:26]2[S:30][C:29]([CH3:31])=[N:28][C:27]=2[CH3:32])[CH:20]=[CH:19]3)=[C:8]([CH:10]2[CH2:11][CH2:12][CH2:13][CH2:14][CH2:15]2)[CH:9]=[C:5]1[C:3]([OH:4])=[O:2])([OH:36])=[O:35].